Dataset: Peptide-MHC class I binding affinity with 185,985 pairs from IEDB/IMGT. Task: Regression. Given a peptide amino acid sequence and an MHC pseudo amino acid sequence, predict their binding affinity value. This is MHC class I binding data. (1) The peptide sequence is KVFPYALINK. The MHC is HLA-A02:03 with pseudo-sequence HLA-A02:03. The binding affinity (normalized) is 0.487. (2) The peptide sequence is SITEVECFL. The MHC is HLA-A68:02 with pseudo-sequence HLA-A68:02. The binding affinity (normalized) is 0.224. (3) The peptide sequence is QEGVSVTVT. The MHC is HLA-B44:03 with pseudo-sequence HLA-B44:03. The binding affinity (normalized) is 0.158. (4) The peptide sequence is ESIGYYNPM. The MHC is HLA-A26:03 with pseudo-sequence HLA-A26:03. The binding affinity (normalized) is 0.820. (5) The peptide sequence is LAGAWGDLW. The MHC is Mamu-B52 with pseudo-sequence Mamu-B52. The binding affinity (normalized) is 0.679. (6) The peptide sequence is RTRREAIVN. The MHC is HLA-B07:02 with pseudo-sequence HLA-B07:02. The binding affinity (normalized) is 0. (7) The peptide sequence is VSKHWELTNK. The MHC is HLA-A68:01 with pseudo-sequence HLA-A68:01. The binding affinity (normalized) is 0.323. (8) The peptide sequence is ALYWALMES. The MHC is HLA-B35:01 with pseudo-sequence HLA-B35:01. The binding affinity (normalized) is 0.0847. (9) The peptide sequence is QIEYIHFLI. The MHC is Mamu-B52 with pseudo-sequence Mamu-B52. The binding affinity (normalized) is 0.626. (10) The peptide sequence is DQLVFNSISA. The MHC is HLA-A02:01 with pseudo-sequence HLA-A02:01. The binding affinity (normalized) is 0.421.